This data is from NCI-60 drug combinations with 297,098 pairs across 59 cell lines. The task is: Regression. Given two drug SMILES strings and cell line genomic features, predict the synergy score measuring deviation from expected non-interaction effect. (1) Drug 1: C1=CN(C(=O)N=C1N)C2C(C(C(O2)CO)O)O.Cl. Drug 2: CCC1(C2=C(COC1=O)C(=O)N3CC4=CC5=C(C=CC(=C5CN(C)C)O)N=C4C3=C2)O.Cl. Cell line: K-562. Synergy scores: CSS=58.9, Synergy_ZIP=-6.90, Synergy_Bliss=-7.42, Synergy_Loewe=-1.47, Synergy_HSA=1.42. (2) Drug 1: C1CC(C1)(C(=O)O)C(=O)O.[NH2-].[NH2-].[Pt+2]. Drug 2: CN(C(=O)NC(C=O)C(C(C(CO)O)O)O)N=O. Cell line: A498. Synergy scores: CSS=0.0160, Synergy_ZIP=-0.397, Synergy_Bliss=-0.476, Synergy_Loewe=-1.13, Synergy_HSA=-0.887. (3) Drug 1: CC1C(C(CC(O1)OC2CC(CC3=C2C(=C4C(=C3O)C(=O)C5=C(C4=O)C(=CC=C5)OC)O)(C(=O)CO)O)N)O.Cl. Drug 2: COC1=CC(=CC(=C1O)OC)C2C3C(COC3=O)C(C4=CC5=C(C=C24)OCO5)OC6C(C(C7C(O6)COC(O7)C8=CC=CS8)O)O. Cell line: BT-549. Synergy scores: CSS=45.3, Synergy_ZIP=0.0611, Synergy_Bliss=-0.244, Synergy_Loewe=-10.3, Synergy_HSA=0.524. (4) Drug 1: CC1=C2C(C(=O)C3(C(CC4C(C3C(C(C2(C)C)(CC1OC(=O)C(C(C5=CC=CC=C5)NC(=O)C6=CC=CC=C6)O)O)OC(=O)C7=CC=CC=C7)(CO4)OC(=O)C)O)C)OC(=O)C. Drug 2: CC1=C(C(=O)C2=C(C1=O)N3CC4C(C3(C2COC(=O)N)OC)N4)N. Cell line: HOP-62. Synergy scores: CSS=51.3, Synergy_ZIP=-0.0881, Synergy_Bliss=-0.326, Synergy_Loewe=-9.57, Synergy_HSA=2.29. (5) Drug 1: C1=NC2=C(N1)C(=S)N=C(N2)N. Drug 2: CCCCCOC(=O)NC1=NC(=O)N(C=C1F)C2C(C(C(O2)C)O)O. Cell line: CAKI-1. Synergy scores: CSS=48.2, Synergy_ZIP=-0.403, Synergy_Bliss=-0.605, Synergy_Loewe=-41.6, Synergy_HSA=0.695. (6) Drug 1: C1C(C(OC1N2C=NC3=C(N=C(N=C32)Cl)N)CO)O. Drug 2: C1=NNC2=C1C(=O)NC=N2. Cell line: UACC-257. Synergy scores: CSS=9.81, Synergy_ZIP=-3.17, Synergy_Bliss=-4.71, Synergy_Loewe=-16.3, Synergy_HSA=-5.42.